This data is from Forward reaction prediction with 1.9M reactions from USPTO patents (1976-2016). The task is: Predict the product of the given reaction. (1) Given the reactants [Cl:1][C:2]1[CH:7]=[CH:6][CH:5]=[C:4]([Cl:8])[C:3]=1[C:9]1[CH:14]=[C:13]([F:15])[CH:12]=[C:11]([OH:16])[C:10]=1[O:17]C.B(Br)(Br)Br, predict the reaction product. The product is: [Cl:1][C:2]1[CH:7]=[CH:6][CH:5]=[C:4]([Cl:8])[C:3]=1[C:9]1[CH:14]=[C:13]([F:15])[CH:12]=[C:11]([OH:16])[C:10]=1[OH:17]. (2) Given the reactants C(O[C:4]([C:6]1[CH:7]=[N:8][C:9]2[C:14]([C:15]=1[NH:16][CH:17]1[CH2:21][CH2:20][CH2:19][CH2:18]1)=[CH:13][CH:12]=[CH:11][C:10]=2[O:22][CH3:23])=[O:5])C.[CH3:24][N:25]=[C:26]=[O:27], predict the reaction product. The product is: [CH:17]1([N:16]2[C:15]3[C:14]4[CH:13]=[CH:12][CH:11]=[C:10]([O:22][CH3:23])[C:9]=4[N:8]=[CH:7][C:6]=3[C:4](=[O:5])[N:25]([CH3:24])[C:26]2=[O:27])[CH2:21][CH2:20][CH2:19][CH2:18]1.